This data is from NCI-60 drug combinations with 297,098 pairs across 59 cell lines. The task is: Regression. Given two drug SMILES strings and cell line genomic features, predict the synergy score measuring deviation from expected non-interaction effect. Drug 1: C1=CC(=C2C(=C1NCCNCCO)C(=O)C3=C(C=CC(=C3C2=O)O)O)NCCNCCO. Drug 2: C1=CC=C(C=C1)NC(=O)CCCCCCC(=O)NO. Cell line: IGROV1. Synergy scores: CSS=49.1, Synergy_ZIP=-4.85, Synergy_Bliss=0.783, Synergy_Loewe=-15.1, Synergy_HSA=2.08.